Predict which catalyst facilitates the given reaction. From a dataset of Catalyst prediction with 721,799 reactions and 888 catalyst types from USPTO. (1) Reactant: Cl[C:2]1[CH:3]=[CH:4][C:5]2[C:11]([C:12]3[CH:17]=[CH:16][C:15]([Cl:18])=[CH:14][CH:13]=3)=[N:10][CH2:9][C:8]3[O:19][N:20]=[C:21]([CH3:22])[C:7]=3[C:6]=2[N:23]=1.[OH-].[NH4+:25].[Cl-].[NH4+]. Product: [Cl:18][C:15]1[CH:16]=[CH:17][C:12]([C:11]2[C:5]3[CH:4]=[CH:3][C:2]([NH2:25])=[N:23][C:6]=3[C:7]3[C:21]([CH3:22])=[N:20][O:19][C:8]=3[CH2:9][N:10]=2)=[CH:13][CH:14]=1. The catalyst class is: 14. (2) Reactant: [OH-].[Na+].[Cl:3][C:4]1[CH:5]=[C:6]([C:14]2[O:18][N:17]=[C:16]([C:19]3[C:20]([CH2:32][CH3:33])=[C:21]([CH2:25][CH2:26][C:27]([O:29]CC)=[O:28])[CH:22]=[CH:23][CH:24]=3)[N:15]=2)[CH:7]=[CH:8][C:9]=1[O:10][CH:11]([CH3:13])[CH3:12].Cl. Product: [Cl:3][C:4]1[CH:5]=[C:6]([C:14]2[O:18][N:17]=[C:16]([C:19]3[C:20]([CH2:32][CH3:33])=[C:21]([CH2:25][CH2:26][C:27]([OH:29])=[O:28])[CH:22]=[CH:23][CH:24]=3)[N:15]=2)[CH:7]=[CH:8][C:9]=1[O:10][CH:11]([CH3:12])[CH3:13]. The catalyst class is: 30. (3) Reactant: [Br:1][C:2]1[C:3](=[O:28])[N:4]([C:17]2[CH:22]=[C:21]([C:23](=O)[C:24]#[CH:25])[CH:20]=[CH:19][C:18]=2[CH3:27])[C:5]([CH3:16])=[N:6][C:7]=1[O:8][CH2:9][C:10]1[N:11]=[C:12]([CH3:15])[S:13][CH:14]=1.Cl.[OH:30][C:31]([CH3:36])([CH3:35])[C:32]([NH2:34])=[NH:33].C(=O)([O-])[O-].[K+].[K+]. Product: [Br:1][C:2]1[C:3](=[O:28])[N:4]([C:17]2[CH:22]=[C:21]([C:23]3[CH:24]=[CH:25][N:34]=[C:32]([C:31]([OH:30])([CH3:36])[CH3:35])[N:33]=3)[CH:20]=[CH:19][C:18]=2[CH3:27])[C:5]([CH3:16])=[N:6][C:7]=1[O:8][CH2:9][C:10]1[N:11]=[C:12]([CH3:15])[S:13][CH:14]=1. The catalyst class is: 10. (4) Reactant: [N+]([O-])([O-])=O.[Ce+4].[NH4+].[N+]([O-])([O-])=O.[N+]([O-])([O-])=O.[N+]([O-])([O-])=O.[N+]([O-])([O-])=O.[CH2:23]([C:30]1[N:31]([CH2:51][C:52]2[CH:57]=[CH:56][C:55]([C:58]3[CH:63]=[CH:62][CH:61]=[CH:60][CH:59]=3)=[CH:54][CH:53]=2)[N:32]=[C:33]2[C:38]=1[C:37](=[O:39])[N:36]([CH3:40])[C:35](=[O:41])[N:34]2CC1C=CC(OC)=CC=1)[C:24]1[CH:29]=[CH:28][CH:27]=[CH:26][CH:25]=1.O=[N+]([O-])[O-].[O-][N+](=O)[O-].[O-][N+](=O)[O-].[O-][N+](=O)[O-].[O-][N+](=O)[O-].[O-][N+](=O)[O-].[Ce+4].[NH4+].[NH4+]. Product: [CH2:23]([C:30]1[N:31]([CH2:51][C:52]2[CH:53]=[CH:54][C:55]([C:58]3[CH:63]=[CH:62][CH:61]=[CH:60][CH:59]=3)=[CH:56][CH:57]=2)[N:32]=[C:33]2[C:38]=1[C:37](=[O:39])[N:36]([CH3:40])[C:35](=[O:41])[NH:34]2)[C:24]1[CH:25]=[CH:26][CH:27]=[CH:28][CH:29]=1. The catalyst class is: 90. (5) Reactant: [CH3:1][O:2][C:3](=[O:53])[NH:4][C@H:5]([C:47]1[CH:52]=[CH:51][CH:50]=[CH:49][CH:48]=1)[C:6]([N:8]1[CH2:12][CH2:11][CH2:10][C@H:9]1[C:13]1[NH:17][C:16]2[C:18]3[C:23]([CH:24]=[CH:25][C:15]=2[N:14]=1)=[CH:22][C:21]1[C:26]2[C:31]([CH2:32][O:33][C:20]=1[CH:19]=3)=[CH:30][C:29]([C:34]1[NH:38][C:37]([C@@H:39]3[CH2:43][C@H:42]([CH2:44][O:45][CH3:46])[CH2:41][NH:40]3)=[N:36][CH:35]=1)=[CH:28][CH:27]=2)=[O:7].[CH3:54][O:55][C:56]([NH:58][C@@H:59]([CH:63]([CH3:65])[CH3:64])[C:60](O)=[O:61])=[O:57].CN(C(ON1N=NC2C=CC=NC1=2)=[N+](C)C)C.F[P-](F)(F)(F)(F)F.CCN(C(C)C)C(C)C. Product: [CH3:54][O:55][C:56](=[O:57])[NH:58][C@@H:59]([CH:63]([CH3:64])[CH3:65])[C:60]([N:40]1[CH2:41][C@@H:42]([CH2:44][O:45][CH3:46])[CH2:43][C@H:39]1[C:37]1[NH:38][C:34]([C:29]2[CH:30]=[C:31]3[CH2:32][O:33][C:20]4[CH:19]=[C:18]5[C:23]([CH:24]=[CH:25][C:15]6[N:14]=[C:13]([C@@H:9]7[CH2:10][CH2:11][CH2:12][N:8]7[C:6](=[O:7])[C@H:5]([NH:4][C:3]([O:2][CH3:1])=[O:53])[C:47]7[CH:52]=[CH:51][CH:50]=[CH:49][CH:48]=7)[NH:17][C:16]=65)=[CH:22][C:21]=4[C:26]3=[CH:27][CH:28]=2)=[CH:35][N:36]=1)=[O:61]. The catalyst class is: 3. (6) Reactant: COCCOC(N=NC(OCCOC)=O)=O.O[C:18]1[CH:23]=[CH:22][CH:21]=[CH:20][C:19]=1[NH:24][C:25](=[O:30])[C:26]([O:28][CH3:29])=[O:27].C1(P(C2C=CC=CC=2)C2C=CC=CC=2)C=CC=CC=1. Product: [O:30]1[C:18]2[CH:23]=[CH:22][CH:21]=[CH:20][C:19]=2[N:24]=[C:25]1[C:26]([O:28][CH3:29])=[O:27]. The catalyst class is: 1.